Dataset: Forward reaction prediction with 1.9M reactions from USPTO patents (1976-2016). Task: Predict the product of the given reaction. Given the reactants [CH:1]([N-]C(C)C)(C)C.[Li+].[Cl:9][C:10]1[CH:15]=[CH:14][CH:13]=[C:12]([F:16])[C:11]=1[C:17]1[O:18][C:19]2[CH:25]=[CH:24][C:23]([CH2:26][C:27]([O:29][CH3:30])=[O:28])=[CH:22][C:20]=2[N:21]=1.CI.Cl, predict the reaction product. The product is: [Cl:9][C:10]1[CH:15]=[CH:14][CH:13]=[C:12]([F:16])[C:11]=1[C:17]1[O:18][C:19]2[CH:25]=[CH:24][C:23]([CH:26]([CH3:1])[C:27]([O:29][CH3:30])=[O:28])=[CH:22][C:20]=2[N:21]=1.